Dataset: Forward reaction prediction with 1.9M reactions from USPTO patents (1976-2016). Task: Predict the product of the given reaction. (1) Given the reactants [CH3:1][O:2][C:3](=[O:27])[C:4]1[CH:9]=[C:8]([C:10](=[O:25])[C:11]2[CH:16]=[CH:15][C:14]([NH:17][C:18]3[CH:23]=[CH:22][C:21]([Cl:24])=[CH:20][CH:19]=3)=[CH:13][CH:12]=2)[CH:7]=[C:6]([NH2:26])[CH:5]=1.Br[C:29]1[CH:34]=[CH:33][C:32]([Cl:35])=[CH:31][CH:30]=1, predict the reaction product. The product is: [CH3:1][O:2][C:3](=[O:27])[C:4]1[CH:9]=[C:8]([C:10](=[O:25])[C:11]2[CH:16]=[CH:15][C:14]([NH:17][C:18]3[CH:23]=[CH:22][C:21]([Cl:24])=[CH:20][CH:19]=3)=[CH:13][CH:12]=2)[CH:7]=[C:6]([NH:26][C:29]2[CH:34]=[CH:33][C:32]([Cl:35])=[CH:31][CH:30]=2)[CH:5]=1. (2) Given the reactants [Br:1][C:2]1[CH:3]=[C:4]2[C:8](=[CH:9][CH:10]=1)[NH:7][CH:6]=[C:5]2[C:11](=O)[C:12]([O:14]C)=O.Cl.[NH2:18][NH2:19], predict the reaction product. The product is: [Br:1][C:2]1[CH:10]=[CH:9][C:8]2[NH:7][C:12](=[O:14])[C:11]3[NH:18][N:19]=[CH:6][C:5]=3[C:4]=2[CH:3]=1. (3) Given the reactants COC1C=CC(C[N:8]2[CH:13]([C:14]([OH:16])=[O:15])[CH:12]3[CH2:17][CH:9]2[CH2:10][CH2:11]3)=CC=1.[C:20](Cl)(=O)[C:21](Cl)=O.CN(C)C=O.Cl.NO.C(N(CC)CC)C, predict the reaction product. The product is: [CH:9]12[CH2:17][CH:12]([CH2:11][CH2:10]1)[CH:13]([C:14]([O:16][CH2:20][CH3:21])=[O:15])[NH:8]2. (4) Given the reactants C(OC(=O)[NH:7][CH2:8][C:9]1[C:18]2[CH2:17][CH2:16][CH2:15][C:14](=[O:19])[C:13]=2[CH:12]=[CH:11][C:10]=1[O:20][C@@H:21]([C:28]1[CH:33]=[CH:32][CH:31]=[CH:30][CH:29]=1)[CH2:22][N:23]1[CH:27]=[CH:26][N:25]=[CH:24]1)(C)(C)C.[ClH:35], predict the reaction product. The product is: [ClH:35].[ClH:35].[NH2:7][CH2:8][C:9]1[C:10]([O:20][C@@H:21]([C:28]2[CH:29]=[CH:30][CH:31]=[CH:32][CH:33]=2)[CH2:22][N:23]2[CH:27]=[CH:26][N:25]=[CH:24]2)=[CH:11][CH:12]=[C:13]2[C:18]=1[CH2:17][CH2:16][CH2:15][C:14]2=[O:19]. (5) The product is: [Br:12][C:4]1[C:5]2[CH2:6][CH2:7][CH2:8][CH2:9][C:10]=2[C:1](=[O:11])[NH:2][CH:3]=1. Given the reactants [C:1]1(=[O:11])[C:10]2[CH:5]([CH2:6][CH:7]=[CH:8][CH:9]=2)[CH2:4][CH2:3][NH:2]1.[Br:12]Br.C([O-])(O)=O.[Na+], predict the reaction product.